This data is from Peptide-MHC class I binding affinity with 185,985 pairs from IEDB/IMGT. The task is: Regression. Given a peptide amino acid sequence and an MHC pseudo amino acid sequence, predict their binding affinity value. This is MHC class I binding data. (1) The peptide sequence is NYMPYVFTLL. The MHC is HLA-A29:02 with pseudo-sequence HLA-A29:02. The binding affinity (normalized) is 0.551. (2) The binding affinity (normalized) is 0. The peptide sequence is PLEGSEDRII. The MHC is HLA-A68:02 with pseudo-sequence HLA-A68:02. (3) The peptide sequence is RVWRGEQGK. The MHC is HLA-A03:01 with pseudo-sequence HLA-A03:01. The binding affinity (normalized) is 0.491. (4) The peptide sequence is ILARRPTPK. The MHC is HLA-A03:01 with pseudo-sequence HLA-A03:01. The binding affinity (normalized) is 0.975. (5) The peptide sequence is EYAPFARLL. The MHC is HLA-A80:01 with pseudo-sequence HLA-A80:01. The binding affinity (normalized) is 0.0847. (6) The peptide sequence is ALFPIIWAL. The MHC is HLA-A02:12 with pseudo-sequence HLA-A02:12. The binding affinity (normalized) is 0.872. (7) The peptide sequence is SLLFKTSVGV. The MHC is HLA-A02:06 with pseudo-sequence HLA-A02:06. The binding affinity (normalized) is 0.573. (8) The peptide sequence is RQSSGSSSSGF. The MHC is HLA-B14:02 with pseudo-sequence HLA-B14:02. The binding affinity (normalized) is 0.0847. (9) The peptide sequence is RGFAAPQFSL. The MHC is HLA-B27:05 with pseudo-sequence HLA-B27:05. The binding affinity (normalized) is 0.407.